This data is from Catalyst prediction with 721,799 reactions and 888 catalyst types from USPTO. The task is: Predict which catalyst facilitates the given reaction. Product: [CH3:1][C:2]1([CH3:29])[CH2:11][CH2:10][C:9]([CH3:12])([CH3:13])[C:8]2[CH:7]=[C:6]([S:14]([CH2:17][CH2:18][C:19]3[CH:20]=[CH:21][C:22]([C:23]([OH:25])=[O:24])=[CH:27][CH:28]=3)(=[O:16])=[O:15])[CH:5]=[CH:4][C:3]1=2. The catalyst class is: 7. Reactant: [CH3:1][C:2]1([CH3:29])[CH2:11][CH2:10][C:9]([CH3:13])([CH3:12])[C:8]2[CH:7]=[C:6]([S:14]([CH2:17][CH2:18][C:19]3[CH:28]=[CH:27][C:22]([C:23]([O:25]C)=[O:24])=[CH:21][CH:20]=3)(=[O:16])=[O:15])[CH:5]=[CH:4][C:3]1=2.C(O)C.O.